This data is from Full USPTO retrosynthesis dataset with 1.9M reactions from patents (1976-2016). The task is: Predict the reactants needed to synthesize the given product. (1) Given the product [Cl:18][C:16]1[N:17]=[C:13]([C:11]([NH:10][C@H:7]2[CH2:8][CH2:9][N:4]([C:1]3[S:3][C:24]([CH2:34][CH3:35])=[C:25]([C:26]([O:28][CH2:29][CH2:30][CH2:31][CH3:32])=[O:27])[N:2]=3)[CH2:5][C@H:6]2[O:21][CH3:22])=[O:12])[NH:14][C:15]=1[CH2:19][CH3:20], predict the reactants needed to synthesize it. The reactants are: [C:1]([N:4]1[CH2:9][CH2:8][C@H:7]([NH:10][C:11]([C:13]2[NH:14][C:15]([CH2:19][CH3:20])=[C:16]([Cl:18])[N:17]=2)=[O:12])[C@H:6]([O:21][CH3:22])[CH2:5]1)(=[S:3])[NH2:2].Br[CH:24]([CH2:34][CH3:35])[C:25](=O)[C:26]([O:28][CH2:29][CH2:30][CH2:31][CH3:32])=[O:27]. (2) Given the product [C:37]([C:32]1[CH:33]=[CH:34][CH:35]=[CH:36][C:31]=1[C:28]1[CH:27]=[CH:26][C:25]([CH2:24][C:23]2[C:18](=[O:17])[N:19]([CH:45]3[CH2:50][CH2:49][C:48](=[CH:9][C:10]([O:12][CH2:13][CH3:14])=[O:11])[CH2:47][CH2:46]3)[C:20]3[N:21]([N:42]=[CH:43][N:44]=3)[C:22]=2[CH2:39][CH2:40][CH3:41])=[CH:30][CH:29]=1)#[N:38], predict the reactants needed to synthesize it. The reactants are: C(OP([CH2:9][C:10]([O:12][CH2:13][CH3:14])=[O:11])(OCC)=O)C.[H-].[Na+].[O:17]=[C:18]1[C:23]([CH2:24][C:25]2[CH:30]=[CH:29][C:28]([C:31]3[C:32]([C:37]#[N:38])=[CH:33][CH:34]=[CH:35][CH:36]=3)=[CH:27][CH:26]=2)=[C:22]([CH2:39][CH2:40][CH3:41])[N:21]2[N:42]=[CH:43][N:44]=[C:20]2[N:19]1[CH:45]1[CH2:50][CH2:49][C:48](=O)[CH2:47][CH2:46]1. (3) Given the product [O:1]1[C:5]2[CH:6]=[CH:7][C:8]([C:10]3[N:11]=[C:12]([NH:22][C:23]4[CH:24]=[C:25]([S:29]([NH2:32])(=[O:30])=[O:31])[CH:26]=[CH:27][CH:28]=4)[NH:13][C:14](=[O:16])[CH:15]=3)=[CH:9][C:4]=2[O:3][CH2:2]1, predict the reactants needed to synthesize it. The reactants are: [O:1]1[C:5]2[CH:6]=[CH:7][C:8]([C:10]3[CH:15]=[C:14]([O:16]C)[N:13]=[C:12](S(C)(=O)=O)[N:11]=3)=[CH:9][C:4]=2[O:3][CH2:2]1.[NH2:22][C:23]1[CH:24]=[C:25]([S:29]([NH2:32])(=[O:31])=[O:30])[CH:26]=[CH:27][CH:28]=1. (4) Given the product [Br:29][C:12]1[C:11]([O:10][CH2:9][C@@H:8]([NH2:7])[CH2:30][CH:31]([CH3:33])[CH3:32])=[CH:16][C:15]2[O:17][CH:18]([C:25]([F:27])([F:28])[F:26])[C:19]3[C:24]([C:14]=2[CH:13]=1)=[CH:23][CH:22]=[N:21][CH:20]=3, predict the reactants needed to synthesize it. The reactants are: C(OC(=O)[NH:7][C@@H:8]([CH2:30][CH:31]([CH3:33])[CH3:32])[CH2:9][O:10][C:11]1[C:12]([Br:29])=[CH:13][C:14]2[C:24]3[C:19](=[CH:20][N:21]=[CH:22][CH:23]=3)[CH:18]([C:25]([F:28])([F:27])[F:26])[O:17][C:15]=2[CH:16]=1)(C)(C)C.C(O)(C(F)(F)F)=O. (5) Given the product [CH3:33][N:34]([CH3:35])[C:26](=[O:27])[C:25]1[CH:24]=[CH:23][C:22]([C:19]2[CH:20]=[N:21][C:16]([O:15][CH2:14][CH:11]3[CH2:10][CH2:9][N:8]([CH2:7][C:3]4([C:2]([F:32])([F:31])[F:1])[CH2:6][CH2:5][CH2:4]4)[CH2:13][CH2:12]3)=[CH:17][CH:18]=2)=[CH:30][CH:29]=1, predict the reactants needed to synthesize it. The reactants are: [F:1][C:2]([F:32])([F:31])[C:3]1([CH2:7][N:8]2[CH2:13][CH2:12][CH:11]([CH2:14][O:15][C:16]3[N:21]=[CH:20][C:19]([C:22]4[CH:30]=[CH:29][C:25]([C:26](O)=[O:27])=[CH:24][CH:23]=4)=[CH:18][CH:17]=3)[CH2:10][CH2:9]2)[CH2:6][CH2:5][CH2:4]1.[CH3:33][NH:34][CH3:35].C(Cl)CCl.C1C=CC2N(O)N=NC=2C=1.CCN(C(C)C)C(C)C. (6) Given the product [CH2:20]([O:19][C:17]([C:16]1[O:14][C:8]2[CH:7]=[C:6]([C:3]([CH2:1][CH3:2])=[CH:4][CH3:5])[CH:13]=[CH:12][C:9]=2[CH:10]=1)=[O:18])[CH3:21], predict the reactants needed to synthesize it. The reactants are: [CH2:1]([C:3]([C:6]1[CH:13]=[CH:12][C:9]([CH:10]=O)=[C:8]([OH:14])[CH:7]=1)=[CH:4][CH3:5])[CH3:2].Br[CH2:16][C:17]([O:19][CH2:20][CH3:21])=[O:18].C([O-])([O-])=O.[K+].[K+].C1CCN2C(=NCCC2)CC1. (7) Given the product [OH-:30].[NH4+:4].[Cl:42][C:43]1[CH:51]=[CH:50][C:46]([C:47]([N:21]2[CH2:20][CH2:19][C:18]([C:24]3[CH:29]=[CH:28][CH:27]=[C:26]([OH:30])[CH:25]=3)([CH2:17][CH2:16][N:15]3[C@H:13]4[CH2:12][CH2:11][C@@H:10]3[CH2:9][CH:8]([N:7]3[C:6]5[CH:31]=[CH:32][CH:33]=[CH:34][C:5]=5[N:4]=[C:3]3[CH3:2])[CH2:14]4)[CH2:23][CH2:22]2)=[O:48])=[CH:45][C:44]=1[S:52]([NH2:53])(=[O:55])=[O:54], predict the reactants needed to synthesize it. The reactants are: Br.[CH3:2][C:3]1[N:7]([CH:8]2[CH2:14][CH:13]3[N:15]([CH2:16][CH2:17][C:18]4([C:24]5[CH:25]=[C:26]([OH:30])[CH:27]=[CH:28][CH:29]=5)[CH2:23][CH2:22][NH:21][CH2:20][CH2:19]4)[CH:10]([CH2:11][CH2:12]3)[CH2:9]2)[C:6]2[CH:31]=[CH:32][CH:33]=[CH:34][C:5]=2[N:4]=1.C(N(CC)CC)C.[Cl:42][C:43]1[CH:51]=[CH:50][C:46]([C:47](O)=[O:48])=[CH:45][C:44]=1[S:52](=[O:55])(=[O:54])[NH2:53].F[P-](F)(F)(F)(F)F.N1(OC(N(C)C)=[N+](C)C)C2N=CC=CC=2N=N1. (8) Given the product [CH:12]([NH:11][C:7]1[C:6]2[C:2]([C:35]3[CH:40]=[CH:39][CH:38]=[CH:37][N:36]=3)=[N:3][NH:4][C:5]=2[CH:10]=[CH:9][N:8]=1)([CH3:13])[CH3:14], predict the reactants needed to synthesize it. The reactants are: I[C:2]1[C:6]2[C:7]([NH:11][CH:12]([CH3:14])[CH3:13])=[N:8][CH:9]=[CH:10][C:5]=2[N:4](C(C2C=CC=CC=2)(C2C=CC=CC=2)C2C=CC=CC=2)[N:3]=1.Cl[C:35]1[C:40]2C(I)=NN(C(C3C=CC=CC=3)(C3C=CC=CC=3)C3C=CC=CC=3)[C:39]=2[CH:38]=[CH:37][N:36]=1.CC(N)C.CCCCO. (9) Given the product [F:27][C:25]1[C:26]2[C:17]3[CH2:16][CH:15]([CH2:14][C@H:11]4[O:10][CH2:9][C@H:8]([NH:7][C:6]([C:40]5[CH:41]=[CH:42][C:36]6[S:35][CH2:34][C:33](=[O:32])[NH:38][C:37]=6[CH:39]=5)=[O:5])[CH2:13][CH2:12]4)[O:30][C:18]=3[CH:19]=[N:20][C:21]=2[CH:22]=[CH:23][C:24]=1[O:28][CH3:29], predict the reactants needed to synthesize it. The reactants are: C([O:5][C:6](=O)[NH:7][C@@H:8]1[CH2:13][CH2:12][C@@H:11]([CH2:14][CH:15]2[O:30][C:18]3[CH:19]=[N:20][C:21]4[CH:22]=[CH:23][C:24]([O:28][CH3:29])=[C:25]([F:27])[C:26]=4[C:17]=3[CH2:16]2)[O:10][CH2:9]1)(C)(C)C.[O:32]=[C:33]1[NH:38][C:37]2[CH:39]=[C:40](C(O)=O)[CH:41]=[CH:42][C:36]=2[S:35][CH2:34]1. (10) Given the product [OH:4][CH:3]([C:5]1[CH:10]=[CH:9][C:8]([OH:11])=[CH:7][CH:6]=1)[CH:2]([NH:1][C:37]([C:26]1[CH:27]=[CH:28][CH:29]=[C:30]2[CH2:36][CH2:35][CH2:34][CH:33]=[CH:32][C:31]=12)=[O:38])[CH2:12][C:13]1[CH:18]=[CH:17][CH:16]=[C:15]([O:19][C:20]([F:24])([F:25])[CH:21]([F:22])[F:23])[CH:14]=1, predict the reactants needed to synthesize it. The reactants are: [NH2:1][CH:2]([CH2:12][C:13]1[CH:18]=[CH:17][CH:16]=[C:15]([O:19][C:20]([F:25])([F:24])[CH:21]([F:23])[F:22])[CH:14]=1)[CH:3]([C:5]1[CH:10]=[CH:9][C:8]([OH:11])=[CH:7][CH:6]=1)[OH:4].[C:26]1([C:37](O)=[O:38])[CH:27]=[CH:28][CH:29]=[C:30]2[CH2:36][CH2:35][CH2:34][CH:33]=[CH:32][C:31]=12.Cl.C(N=C=NCCCN(C)C)C.O.ON1C2C=CC=CC=2N=N1.